Dataset: Full USPTO retrosynthesis dataset with 1.9M reactions from patents (1976-2016). Task: Predict the reactants needed to synthesize the given product. (1) Given the product [CH2:24]([O:23][C:1](=[O:22])[CH2:2][CH2:3][C:4]([O:6][CH2:7][CH2:8][CH2:9][C:10]([OH:12])=[O:11])=[O:5])[CH:25]=[CH2:26], predict the reactants needed to synthesize it. The reactants are: [C:1]([O:23][CH2:24][CH:25]=[CH2:26])(=[O:22])[CH2:2][CH2:3][C:4]([O:6][CH2:7][CH2:8][CH2:9][C:10]([O:12]CC1C=CC(OC)=CC=1)=[O:11])=[O:5].C1(OC)C=CC=CC=1.FC(F)(F)C(O)=O. (2) Given the product [NH:8]1[CH2:9][CH2:10][CH:11]([O:14][C:15]2[CH:23]=[CH:22][C:18]([C:19]([OH:21])=[O:20])=[CH:17][CH:16]=2)[CH2:12][CH2:13]1, predict the reactants needed to synthesize it. The reactants are: C([N:8]1[CH2:13][CH2:12][CH:11]([O:14][C:15]2[CH:23]=[CH:22][C:18]([C:19]([OH:21])=[O:20])=[CH:17][CH:16]=2)[CH2:10][CH2:9]1)C1C=CC=CC=1.[H][H].[OH-].[Na+]. (3) Given the product [F:4][C:5]1[CH:10]=[CH:9][CH:8]=[CH:7][C:6]=1[C:11]#[C:12][C:13]([OH:15])=[O:14], predict the reactants needed to synthesize it. The reactants are: Cl.OO.[F:4][C:5]1[CH:10]=[CH:9][CH:8]=[CH:7][C:6]=1[C:11]#[C:12][CH:13]=[O:14].[O-:15]Cl=O.[Na+]. (4) Given the product [Br:17][C:14]1[CH:13]=[C:3]2[C:2](=[CH:16][CH:15]=1)[NH:1][N:18]=[C:4]2[C:6]1[CH:11]=[CH:10][C:9]([F:12])=[CH:8][CH:7]=1, predict the reactants needed to synthesize it. The reactants are: [NH2:1][C:2]1[CH:16]=[CH:15][C:14]([Br:17])=[CH:13][C:3]=1[C:4]([C:6]1[CH:11]=[CH:10][C:9]([F:12])=[CH:8][CH:7]=1)=O.[N:18]([O-])=O.[Na+].O.O.[Sn](Cl)Cl. (5) Given the product [Cl:1][C:2]1[C:3]2[N:4]([C:22]([CH2:23][CH:24]3[CH2:26][CH2:25]3)=[N:21][N:20]=2)[N:5]=[CH:6][C:7]=1[N:8]1[CH2:13][CH2:12][CH:11]([C:14]2[CH:19]=[CH:18][CH:17]=[CH:16][CH:15]=2)[CH2:10][CH2:9]1, predict the reactants needed to synthesize it. The reactants are: [Cl:1][C:2]1[C:7]([N:8]2[CH2:13][CH2:12][CH:11]([C:14]3[CH:19]=[CH:18][CH:17]=[CH:16][CH:15]=3)[CH2:10][CH2:9]2)=[CH:6][N:5]=[N:4][C:3]=1[NH:20][NH:21][C:22](=O)[CH2:23][CH:24]1[CH2:26][CH2:25]1.P(Cl)(Cl)(Cl)=O. (6) Given the product [CH2:35]([N:20]([CH:15]1[CH2:14][C:13]2[C:17](=[CH:18][CH:19]=[C:11]([S:10][C:7]([CH3:8])([CH3:9])[C:6]([OH:37])=[O:5])[CH:12]=2)[CH2:16]1)[C:21]([NH:23][C:24]1[CH:25]=[CH:26][C:27]([O:30][C:31]([F:34])([F:32])[F:33])=[CH:28][CH:29]=1)=[O:22])[CH3:36], predict the reactants needed to synthesize it. The reactants are: C([O:5][C:6](=[O:37])[C:7]([S:10][C:11]1[CH:12]=[C:13]2[C:17](=[CH:18][CH:19]=1)[CH2:16][CH:15]([N:20]([CH2:35][CH3:36])[C:21]([NH:23][C:24]1[CH:29]=[CH:28][C:27]([O:30][C:31]([F:34])([F:33])[F:32])=[CH:26][CH:25]=1)=[O:22])[CH2:14]2)([CH3:9])[CH3:8])(C)(C)C.C(O)(C(F)(F)F)=O.